From a dataset of Full USPTO retrosynthesis dataset with 1.9M reactions from patents (1976-2016). Predict the reactants needed to synthesize the given product. Given the product [F:51][C:50]([F:53])([F:52])[C:47]1[O:46][C:45]([CH2:44][N:1]2[C:9]3[C:4](=[CH:5][CH:6]=[CH:7][CH:8]=3)[C@:3]3([CH2:13][O:12][C:11]4[CH:14]=[C:15]5[C:19](=[CH:20][C:10]3=4)[CH2:18][CH2:17][O:16]5)[C:2]2=[O:21])=[CH:49][CH:48]=1, predict the reactants needed to synthesize it. The reactants are: [NH:1]1[C:9]2[C:4](=[CH:5][CH:6]=[CH:7][CH:8]=2)[C@:3]2([CH2:13][O:12][C:11]3[CH:14]=[C:15]4[C:19](=[CH:20][C:10]2=3)[CH2:18][CH2:17][O:16]4)[C:2]1=[O:21].N1C2C(=CC=CC=2)C2(COC3C=C4C(=CC2=3)CCO4)C1=O.Br[CH2:44][C:45]1[O:46][C:47]([C:50]([F:53])([F:52])[F:51])=[CH:48][CH:49]=1.ClCC1C=NC(OC)=NC=1.